This data is from Full USPTO retrosynthesis dataset with 1.9M reactions from patents (1976-2016). The task is: Predict the reactants needed to synthesize the given product. (1) Given the product [Cl:1][C:2]1[S:6][C:5]([C:7]([NH:9][CH:10]([C:12]2[CH:13]=[CH:14][C:15]([C:16]([OH:18])=[O:17])=[CH:20][CH:21]=2)[CH3:11])=[O:8])=[C:4]([CH2:22][C:23]2[CH:28]=[CH:27][CH:26]=[C:25]([Cl:29])[CH:24]=2)[CH:3]=1, predict the reactants needed to synthesize it. The reactants are: [Cl:1][C:2]1[S:6][C:5]([C:7]([NH:9][CH:10]([C:12]2[CH:21]=[CH:20][C:15]([C:16]([O:18]C)=[O:17])=[CH:14][CH:13]=2)[CH3:11])=[O:8])=[C:4]([CH2:22][C:23]2[CH:28]=[CH:27][CH:26]=[C:25]([Cl:29])[CH:24]=2)[CH:3]=1.[Li+].[OH-]. (2) Given the product [CH3:1][O:2][C:3]1[CH:8]=[C:7]([N:9]2[CH2:10][C:11]3([N:16]([CH3:17])[CH2:15][CH2:14][CH2:13]3)[CH2:12]2)[C:6]([NH2:18])=[CH:5][C:4]=1[NH:21][C:22]1[N:27]=[C:26]([C:28]2[CH:29]=[N:30][N:31]3[CH:36]=[CH:35][CH:34]=[CH:33][C:32]=23)[CH:25]=[CH:24][N:23]=1, predict the reactants needed to synthesize it. The reactants are: [CH3:1][O:2][C:3]1[CH:8]=[C:7]([N:9]2[CH2:12][C:11]3([N:16]([CH3:17])[CH2:15][CH2:14][CH2:13]3)[CH2:10]2)[C:6]([N+:18]([O-])=O)=[CH:5][C:4]=1[NH:21][C:22]1[N:27]=[C:26]([C:28]2[CH:29]=[N:30][N:31]3[CH:36]=[CH:35][CH:34]=[CH:33][C:32]=23)[CH:25]=[CH:24][N:23]=1.[NH4+].[Cl-].C(O)C. (3) The reactants are: [CH:1]1([N:4]2[C:8]3[C:9]([O:27][C@@H:28]([C@@H:30]4[CH2:34][C:33](=[O:35])[NH:32][CH2:31]4)[CH3:29])=[N:10][C:11]([C:13]4[CH:21]=[C:20]5[C:16]([C:17]6(OCC[O:23]6)[C:18](=[O:22])[NH:19]5)=[CH:15][CH:14]=4)=[CH:12][C:7]=3[N:6]=[CH:5]2)[CH2:3][CH2:2]1.Cl. Given the product [CH:1]1([N:4]2[C:8]3[C:9]([O:27][C@@H:28]([C@@H:30]4[CH2:34][C:33](=[O:35])[NH:32][CH2:31]4)[CH3:29])=[N:10][C:11]([C:13]4[CH:21]=[C:20]5[C:16]([C:17](=[O:23])[C:18](=[O:22])[NH:19]5)=[CH:15][CH:14]=4)=[CH:12][C:7]=3[N:6]=[CH:5]2)[CH2:2][CH2:3]1, predict the reactants needed to synthesize it. (4) Given the product [CH3:16][C:7]1([CH3:6])[CH2:12][CH2:11][CH2:10][CH:9]([CH:13]([O:15][C:18]([CH3:19])([CH3:17])[CH2:20][OH:21])[CH3:14])[CH2:8]1, predict the reactants needed to synthesize it. The reactants are: [Cl-].[Cl-].C([Al+2])C.[CH3:6][C:7]1([CH3:16])[CH2:12][CH2:11][CH2:10][CH:9]([CH:13]([OH:15])[CH3:14])[CH2:8]1.[CH3:17][C:18]1([O:21][CH2:20]1)[CH3:19].